From a dataset of Forward reaction prediction with 1.9M reactions from USPTO patents (1976-2016). Predict the product of the given reaction. (1) Given the reactants C([O:3][C:4]([C:6]1([C:9]2[CH:14]=[CH:13][C:12]([C:15]3[CH:20]=[CH:19][C:18]([C:21]4[S:22][C:23]([F:38])=[CH:24][C:25]=4[NH:26][C:27]([O:29][C@@H:30]([C:32]4[CH:37]=[CH:36][CH:35]=[CH:34][CH:33]=4)[CH3:31])=[O:28])=[CH:17][CH:16]=3)=[CH:11][CH:10]=2)[CH2:8][CH2:7]1)=[O:5])C.[OH-].[Na+].Cl, predict the reaction product. The product is: [F:38][C:23]1[S:22][C:21]([C:18]2[CH:19]=[CH:20][C:15]([C:12]3[CH:11]=[CH:10][C:9]([C:6]4([C:4]([OH:5])=[O:3])[CH2:8][CH2:7]4)=[CH:14][CH:13]=3)=[CH:16][CH:17]=2)=[C:25]([NH:26][C:27]([O:29][C@@H:30]([C:32]2[CH:33]=[CH:34][CH:35]=[CH:36][CH:37]=2)[CH3:31])=[O:28])[CH:24]=1. (2) Given the reactants [F:1][C:2]1([F:19])[CH2:6][NH:5][CH:4]([CH2:7][O:8][C:9]2[CH:18]=[CH:17][C:12]([C:13]([O:15][CH3:16])=[O:14])=[CH:11][CH:10]=2)[CH2:3]1.[CH3:20][O:21][C:22]1[CH:23]=[C:24]([CH2:39][C:40](O)=[O:41])[CH:25]=[CH:26][C:27]=1[NH:28][C:29]([NH:31][C:32]1[CH:37]=[CH:36][CH:35]=[CH:34][C:33]=1[CH3:38])=[O:30].CCN=C=NCCCN(C)C.Cl.C1C=CC2N(O)N=NC=2C=1, predict the reaction product. The product is: [F:19][C:2]1([F:1])[CH2:6][N:5]([C:40](=[O:41])[CH2:39][C:24]2[CH:25]=[CH:26][C:27]([NH:28][C:29]([NH:31][C:32]3[CH:37]=[CH:36][CH:35]=[CH:34][C:33]=3[CH3:38])=[O:30])=[C:22]([O:21][CH3:20])[CH:23]=2)[CH:4]([CH2:7][O:8][C:9]2[CH:18]=[CH:17][C:12]([C:13]([O:15][CH3:16])=[O:14])=[CH:11][CH:10]=2)[CH2:3]1.